Predict the product of the given reaction. From a dataset of Forward reaction prediction with 1.9M reactions from USPTO patents (1976-2016). (1) Given the reactants [C:1]([O:5][C:6]([NH:8][C:9]1[CH:14]=[CH:13][CH:12]=[CH:11][C:10]=1[NH:15][C:16](=[O:24])[C:17]1[CH:22]=[CH:21][C:20](Cl)=[N:19][CH:18]=1)=[O:7])([CH3:4])([CH3:3])[CH3:2].[CH2:25]([N:32]1[CH2:37][CH2:36][NH:35][CH2:34][CH2:33]1)[C:26]1[CH:31]=[CH:30][CH:29]=[CH:28][CH:27]=1, predict the reaction product. The product is: [C:1]([O:5][C:6]([NH:8][C:9]1[CH:14]=[CH:13][CH:12]=[CH:11][C:10]=1[NH:15][C:16](=[O:24])[C:17]1[CH:22]=[CH:21][C:20]([N:35]2[CH2:36][CH2:37][N:32]([CH2:25][C:26]3[CH:27]=[CH:28][CH:29]=[CH:30][CH:31]=3)[CH2:33][CH2:34]2)=[N:19][CH:18]=1)=[O:7])([CH3:4])([CH3:3])[CH3:2]. (2) Given the reactants Cl.[NH:2]1[CH:6]=[CH:5][N:4]=[C:3]1[CH2:7][C:8]([C:10]1[CH:15]=[CH:14][CH:13]=[CH:12][CH:11]=1)=[O:9].C(=O)([O-])O.[Na+].[C:21](OC)(=[O:24])[C:22]#[CH:23], predict the reaction product. The product is: [C:8]([C:7]1[CH:23]=[CH:22][C:21](=[O:24])[N:2]2[CH:6]=[CH:5][NH:4][C:3]=12)(=[O:9])[C:10]1[CH:15]=[CH:14][CH:13]=[CH:12][CH:11]=1. (3) Given the reactants [CH2:1]([C:3]1[N:8]=[C:7]([NH:9][C:10]2[CH:15]=[CH:14][C:13]([F:16])=[CH:12][CH:11]=2)[N:6]=[C:5](O)[CH:4]=1)[CH3:2].P(Cl)(Cl)([Cl:20])=O.[OH-].[K+], predict the reaction product. The product is: [Cl:20][C:5]1[CH:4]=[C:3]([CH2:1][CH3:2])[N:8]=[C:7]([NH:9][C:10]2[CH:15]=[CH:14][C:13]([F:16])=[CH:12][CH:11]=2)[N:6]=1. (4) Given the reactants [C:1]([O:11][C:12]([CH3:15])([CH3:14])[CH3:13])(=[O:10])[CH2:2][C:3]([O:5][C:6]([CH3:9])([CH3:8])[CH3:7])=[O:4].[OH-].[Na+].[CH3:18]I, predict the reaction product. The product is: [CH3:18][CH:2]([C:3]([O:5][C:6]([CH3:7])([CH3:8])[CH3:9])=[O:4])[C:1]([O:11][C:12]([CH3:15])([CH3:14])[CH3:13])=[O:10]. (5) Given the reactants [F:1][C:2]1[CH:7]=[CH:6][CH:5]=[C:4]([F:8])[C:3]=1[CH:9]=[CH:10][C:11]([C:14]1[N:15]=[C:16]([CH:19]2[CH2:24][CH2:23][N:22]([C:25](=[O:37])[CH2:26][N:27]3[C:31]([CH3:32])=[CH:30][C:29]([C:33]([F:36])([F:35])[F:34])=[N:28]3)[CH2:21][CH2:20]2)[S:17][CH:18]=1)=[N:12][OH:13].[C:38](Cl)(=[O:40])[CH3:39].C(N(CC)CC)C.Cl, predict the reaction product. The product is: [C:38]([O:13][N:12]=[C:11]([C:14]1[N:15]=[C:16]([CH:19]2[CH2:20][CH2:21][N:22]([C:25](=[O:37])[CH2:26][N:27]3[C:31]([CH3:32])=[CH:30][C:29]([C:33]([F:35])([F:36])[F:34])=[N:28]3)[CH2:23][CH2:24]2)[S:17][CH:18]=1)[CH:10]=[CH:9][C:3]1[C:2]([F:1])=[CH:7][CH:6]=[CH:5][C:4]=1[F:8])(=[O:40])[CH3:39].